From a dataset of Full USPTO retrosynthesis dataset with 1.9M reactions from patents (1976-2016). Predict the reactants needed to synthesize the given product. (1) Given the product [Cl:1][C:2]1[N:11]=[C:10]([N:12]2[CH2:16][CH2:15][C@@H:14]([NH:17][C:27](=[O:28])[O:29][CH2:30][CH:31]([CH3:33])[CH3:32])[CH2:13]2)[C:9]2[C:4](=[CH:5][C:6]([CH3:18])=[CH:7][CH:8]=2)[N:3]=1, predict the reactants needed to synthesize it. The reactants are: [Cl:1][C:2]1[N:11]=[C:10]([N:12]2[CH2:16][CH2:15][C@@H:14]([NH2:17])[CH2:13]2)[C:9]2[C:4](=[CH:5][C:6]([CH3:18])=[CH:7][CH:8]=2)[N:3]=1.CCN(CC)CC.Cl[C:27]([O:29][CH2:30][CH:31]([CH3:33])[CH3:32])=[O:28]. (2) Given the product [NH2:11][C@H:12]([C:20]1[NH:21][CH:22]=[C:23]([C:25]2[CH:26]=[CH:27][C:28]([C:29]([NH2:31])=[O:30])=[CH:32][CH:33]=2)[N:24]=1)[CH2:13][C:14]1[CH:15]=[CH:16][CH:17]=[CH:18][CH:19]=1, predict the reactants needed to synthesize it. The reactants are: C(C1C=CC(C([NH:11][C@H:12]([C:20]2[NH:21][CH:22]=[C:23]([C:25]3[CH:33]=[CH:32][C:28]([C:29]([NH2:31])=[O:30])=[CH:27][CH:26]=3)[N:24]=2)[CH2:13][C:14]2[CH:19]=[CH:18][CH:17]=[CH:16][CH:15]=2)=C)=C(NCC)C=1)#N.C(C1C(NCC)=C(C=CC=1)C(O)=O)#N.CN([P+](ON1N=NC2C=CC=CC1=2)(N(C)C)N(C)C)C.F[P-](F)(F)(F)(F)F.C(N[C@H](C(O)=O)CC1C=CC=CC=1)(OC(C)(C)C)=O.BrCC(C1C=CC(C#N)=CC=1)=O. (3) Given the product [Cl:19][C:7]1[C:6]2[C:11](=[CH:12][CH:13]=[C:4]([N+:1]([O-:3])=[O:2])[CH:5]=2)[N:10]=[CH:9][C:8]=1[C:14]#[N:15], predict the reactants needed to synthesize it. The reactants are: [N+:1]([C:4]1[CH:5]=[C:6]2[C:11](=[CH:12][CH:13]=1)[NH:10][CH:9]=[C:8]([C:14]#[N:15])[C:7]2=O)([O-:3])=[O:2].O=P(Cl)(Cl)[Cl:19]. (4) Given the product [F:34][C:28]1[CH:29]=[CH:30][C:31]([F:33])=[CH:32][C:27]=1[CH:24]1[C:23]2[N:18]=[C:16]([NH:15][C:5]3[CH:6]=[CH:7][C:8]([N:9]4[CH:13]=[C:12]([CH3:14])[N:11]=[CH:10]4)=[C:3]([O:2][CH3:1])[CH:4]=3)[S:17][C:22]=2[CH2:21][CH2:20][CH2:25]1, predict the reactants needed to synthesize it. The reactants are: [CH3:1][O:2][C:3]1[CH:4]=[C:5]([NH:15][C:16]([NH2:18])=[S:17])[CH:6]=[CH:7][C:8]=1[N:9]1[CH:13]=[C:12]([CH3:14])[N:11]=[CH:10]1.Br[CH:20]1[C:25](=O)[CH:24]([C:27]2[CH:32]=[C:31]([F:33])[CH:30]=[CH:29][C:28]=2[F:34])[CH2:23][CH2:22][CH2:21]1. (5) Given the product [CH3:1][N:2]1[CH2:3][CH2:4][N:5]([C:8]2[CH:13]=[CH:12][C:11]([NH2:14])=[CH:10][CH:9]=2)[CH2:6][CH2:7]1, predict the reactants needed to synthesize it. The reactants are: [CH3:1][N:2]1[CH2:7][CH2:6][N:5]([C:8]2[CH:13]=[CH:12][C:11]([N+:14]([O-])=O)=[CH:10][CH:9]=2)[CH2:4][CH2:3]1. (6) Given the product [C:13]1([C:9]2[CH:10]=[CH:11][CH:12]=[C:7]([C:1]3[CH:6]=[CH:5][CH:4]=[CH:3][CH:2]=3)[C:8]=2[O:19][P:28]2[O:34][C:33]3[CH:35]=[CH:36][CH:37]=[CH:38][C:32]=3[C:31]3[CH:39]=[CH:40][CH:41]=[CH:42][C:30]=3[O:29]2)[CH:14]=[CH:15][CH:16]=[CH:17][CH:18]=1, predict the reactants needed to synthesize it. The reactants are: [C:1]1([C:7]2[CH:12]=[CH:11][CH:10]=[C:9]([C:13]3[CH:18]=[CH:17][CH:16]=[CH:15][CH:14]=3)[C:8]=2[OH:19])[CH:6]=[CH:5][CH:4]=[CH:3][CH:2]=1.C(N(CC)CC)C.Cl[P:28]1[O:34][C:33]2[CH:35]=[CH:36][CH:37]=[CH:38][C:32]=2[C:31]2[CH:39]=[CH:40][CH:41]=[CH:42][C:30]=2[O:29]1.